The task is: Predict the reactants needed to synthesize the given product.. This data is from Full USPTO retrosynthesis dataset with 1.9M reactions from patents (1976-2016). (1) The reactants are: [NH:1]1[C:5]2=[N:6][CH:7]=[CH:8][CH:9]=[C:4]2[CH:3]=[CH:2]1.[Al+3].[Cl-].[Cl-].[Cl-].[C:14]1([CH2:20][C:21](Cl)=[O:22])[CH:19]=[CH:18][CH:17]=[CH:16][CH:15]=1.O. Given the product [C:14]1([CH2:20][C:21]([C:3]2[C:4]3[C:5](=[N:6][CH:7]=[CH:8][CH:9]=3)[NH:1][CH:2]=2)=[O:22])[CH:19]=[CH:18][CH:17]=[CH:16][CH:15]=1, predict the reactants needed to synthesize it. (2) Given the product [Br:27][CH2:28]/[CH:29]=[CH:30]/[C:31]([NH:20][C:17]1[CH:18]=[C:19]2[C:14](=[CH:15][C:16]=1[O:21][C@H:22]1[CH2:26][CH2:25][O:24][CH2:23]1)[N:13]=[CH:12][N:11]=[C:10]2[NH:9][C:4]1[CH:5]=[CH:6][C:7]([F:8])=[C:2]([Cl:1])[CH:3]=1)=[O:32], predict the reactants needed to synthesize it. The reactants are: [Cl:1][C:2]1[CH:3]=[C:4]([NH:9][C:10]2[C:19]3[C:14](=[CH:15][C:16]([O:21][C@H:22]4[CH2:26][CH2:25][O:24][CH2:23]4)=[C:17]([NH2:20])[CH:18]=3)[N:13]=[CH:12][N:11]=2)[CH:5]=[CH:6][C:7]=1[F:8].[Br:27][CH2:28]/[CH:29]=[CH:30]/[C:31](Cl)=[O:32].O. (3) Given the product [CH:22]1([C@H:20]([NH:19][C:8]2[N:7]=[C:6]([C:26]#[N:27])[N:5]=[C:4]3[C:9]=2[N:10]([CH2:11][C@H:12]2[CH2:17][CH2:16][C@H:15]([CH3:18])[CH2:14][CH2:13]2)[C:2]([C:33]2[S:34][CH:35]=[CH:36][N:37]=2)=[N:3]3)[CH3:21])[CH2:25][CH2:24][CH2:23]1, predict the reactants needed to synthesize it. The reactants are: Br[C:2]1[N:10]([CH2:11][C@H:12]2[CH2:17][CH2:16][C@H:15]([CH3:18])[CH2:14][CH2:13]2)[C:9]2[C:4](=[N:5][C:6]([C:26]#[N:27])=[N:7][C:8]=2[NH:19][C@@H:20]([CH:22]2[CH2:25][CH2:24][CH2:23]2)[CH3:21])[N:3]=1.C([Sn](CCCC)(CCCC)[C:33]1[S:34][CH:35]=[CH:36][N:37]=1)CCC.C(N(CC)C(C)C)(C)C. (4) Given the product [Br:7][C:8]1[C:9]([Cl:31])=[CH:10][C:11]([O:29][CH3:30])=[C:12]([N:14]2[C:23]3[C:18](=[CH:19][C:20]([S:24]([NH:1][C:2]4[CH:6]=[CH:5][O:4][N:3]=4)(=[O:26])=[O:25])=[CH:21][CH:22]=3)[CH:17]=[CH:16][C:15]2=[O:28])[CH:13]=1, predict the reactants needed to synthesize it. The reactants are: [NH2:1][C:2]1[CH:6]=[CH:5][O:4][N:3]=1.[Br:7][C:8]1[C:9]([Cl:31])=[CH:10][C:11]([O:29][CH3:30])=[C:12]([N:14]2[C:23]3[C:18](=[CH:19][C:20]([S:24](Cl)(=[O:26])=[O:25])=[CH:21][CH:22]=3)[CH:17]=[CH:16][C:15]2=[O:28])[CH:13]=1.[Li+].C[Si]([N-][Si](C)(C)C)(C)C.[Cl-].[NH4+]. (5) Given the product [NH:27]1[CH:26]=[C:25]([C:2]2[CH:3]=[C:4]3[CH:10]=[N:9][NH:8][C:5]3=[CH:6][N:7]=2)[CH:29]=[N:28]1, predict the reactants needed to synthesize it. The reactants are: Br[C:2]1[CH:3]=[C:4]2[CH:10]=[N:9][NH:8][C:5]2=[CH:6][N:7]=1.C([O-])([O-])=O.[Na+].[Na+].CC1(C)C(C)(C)OB([C:25]2[CH:26]=[N:27][NH:28][CH:29]=2)O1. (6) Given the product [Cl:1][C:2]1[CH:10]=[CH:9][C:8]2[N:7](/[CH:11]=[C:12](/[C:15]3[CH:20]=[CH:19][C:18]([O:21][CH3:22])=[CH:17][CH:16]=3)\[CH3:13])[C:6]3[CH2:23][CH2:24][N:25]([CH3:27])[CH2:26][C:5]=3[C:4]=2[CH:3]=1.[Cl:1][C:2]1[CH:10]=[CH:9][C:8]2[N:7]([CH2:11][C:12]([C:15]3[CH:20]=[CH:19][C:18]([O:21][CH3:22])=[CH:17][CH:16]=3)=[CH2:13])[C:6]3[CH2:23][CH2:24][N:25]([CH3:27])[CH2:26][C:5]=3[C:4]=2[CH:3]=1, predict the reactants needed to synthesize it. The reactants are: [Cl:1][C:2]1[CH:10]=[CH:9][C:8]2[N:7]([CH2:11][C:12]([C:15]3[CH:20]=[CH:19][C:18]([O:21][CH3:22])=[CH:17][CH:16]=3)(O)[CH3:13])[C:6]3[CH2:23][CH2:24][N:25]([CH3:27])[CH2:26][C:5]=3[C:4]=2[CH:3]=1.S(=O)(=O)(O)O. (7) The reactants are: [Cl:1][C:2]1[CH:3]=[C:4]([N:9]2[CH2:15][CH:14]3[CH:11]([CH2:12][NH:13]3)[CH2:10]2)[CH:5]=[N:6][C:7]=1[Cl:8].[C:16]([OH:28])(=[O:27])[CH2:17][C:18]([CH2:23][C:24]([OH:26])=[O:25])([C:20]([OH:22])=[O:21])[OH:19].O.N. Given the product [C:16]([OH:28])(=[O:27])[CH2:17][C:18]([CH2:23][C:24]([OH:26])=[O:25])([C:20]([OH:22])=[O:21])[OH:19].[Cl:1][C:2]1[CH:3]=[C:4]([N:9]2[CH2:15][C@@H:14]3[C@@H:11]([CH2:12][NH:13]3)[CH2:10]2)[CH:5]=[N:6][C:7]=1[Cl:8].[Cl:1][C:2]1[CH:3]=[C:4]([N:9]2[CH2:15][C@@H:14]3[C@@H:11]([CH2:12][NH:13]3)[CH2:10]2)[CH:5]=[N:6][C:7]=1[Cl:8], predict the reactants needed to synthesize it.